Task: Regression. Given a peptide amino acid sequence and an MHC pseudo amino acid sequence, predict their binding affinity value. This is MHC class I binding data.. Dataset: Peptide-MHC class I binding affinity with 185,985 pairs from IEDB/IMGT (1) The peptide sequence is YTVKYPNA. The MHC is H-2-Db with pseudo-sequence H-2-Db. The binding affinity (normalized) is 0. (2) The peptide sequence is GETALALLL. The MHC is HLA-B45:01 with pseudo-sequence HLA-B45:01. The binding affinity (normalized) is 0.436. (3) The peptide sequence is IIYYQLAGY. The MHC is HLA-B08:01 with pseudo-sequence HLA-B08:01. The binding affinity (normalized) is 0.0847. (4) The peptide sequence is FPISHLYIL. The MHC is HLA-B07:02 with pseudo-sequence HLA-B07:02. The binding affinity (normalized) is 0.744. (5) The binding affinity (normalized) is 0.278. The peptide sequence is QLMYALEPR. The MHC is HLA-A11:01 with pseudo-sequence HLA-A11:01. (6) The binding affinity (normalized) is 0. The peptide sequence is QIIEQLIKK. The MHC is HLA-A29:02 with pseudo-sequence HLA-A29:02. (7) The peptide sequence is TGMRNVPEK. The MHC is HLA-A31:01 with pseudo-sequence HLA-A31:01. The binding affinity (normalized) is 0.154. (8) The peptide sequence is LENERTLDF. The MHC is Mamu-A11 with pseudo-sequence Mamu-A11. The binding affinity (normalized) is 0.620. (9) The binding affinity (normalized) is 0.318. The peptide sequence is LAMSPRTSI. The MHC is H-2-Kb with pseudo-sequence H-2-Kb. (10) The peptide sequence is GRIPVSDIF. The MHC is HLA-B15:17 with pseudo-sequence HLA-B15:17. The binding affinity (normalized) is 0.0847.